From a dataset of Full USPTO retrosynthesis dataset with 1.9M reactions from patents (1976-2016). Predict the reactants needed to synthesize the given product. (1) Given the product [ClH:21].[ClH:21].[N:1]1([C:7]2[N:12]=[CH:11][C:10]([NH2:13])=[CH:9][CH:8]=2)[CH2:2][CH2:3][CH2:4][CH2:5][CH2:6]1, predict the reactants needed to synthesize it. The reactants are: [N:1]1([C:7]2[N:12]=[CH:11][C:10]([NH:13]C(=O)OC(C)(C)C)=[CH:9][CH:8]=2)[CH2:6][CH2:5][CH2:4][CH2:3][CH2:2]1.[ClH:21]. (2) Given the product [CH3:1][C:2]1[CH:11]=[C:10]([CH3:12])[CH:9]=[CH:8][C:3]=1[C:4]1[O:5][C:14]([NH2:13])=[N:7][N:6]=1, predict the reactants needed to synthesize it. The reactants are: [CH3:1][C:2]1[CH:11]=[C:10]([CH3:12])[CH:9]=[CH:8][C:3]=1[C:4]([NH:6][NH2:7])=[O:5].[N:13]#[C:14]Br.C([O-])(O)=O.[Na+]. (3) Given the product [ClH:19].[CH2:1]([N:8]1[C@H:12]([CH2:13][Cl:19])[CH2:11][CH2:10][C@@H:9]1[CH2:21][Cl:24])[C:2]1[CH:7]=[CH:6][CH:5]=[CH:4][CH:3]=1, predict the reactants needed to synthesize it. The reactants are: [CH2:1]([N:8]1[C@H:12]([CH2:13]O)[CH2:11][CH2:10][C@@H:9]1CO)[C:2]1[CH:7]=[CH:6][CH:5]=[CH:4][CH:3]=1.S(Cl)([Cl:19])=O.[CH:21]([Cl:24])(Cl)Cl. (4) Given the product [ClH:1].[N:9]1([C:14]2[C:15](=[O:31])[N:16]([C:19]3[CH:24]=[C:23]([N:25]4[CH2:26][CH2:27][O:28][CH2:29][CH2:30]4)[N:22]=[CH:21][N:20]=3)[NH:17][CH:18]=2)[CH:13]=[CH:12][N:11]=[CH:10]1, predict the reactants needed to synthesize it. The reactants are: [ClH:1].FC(F)(F)C(O)=O.[N:9]1([C:14]2[C:15](=[O:31])[N:16]([C:19]3[CH:24]=[C:23]([N:25]4[CH2:30][CH2:29][O:28][CH2:27][CH2:26]4)[N:22]=[CH:21][N:20]=3)[NH:17][CH:18]=2)[CH:13]=[CH:12][N:11]=[CH:10]1. (5) Given the product [OH:33][CH2:32][CH:30]1[O:29][N:28]=[C:27]([C:25]2[S:26][C:22]([C:2]3[CH:3]=[CH:4][C:5]([N:8]4[CH2:12][C@H:11]([CH2:13][N:14]5[CH:18]=[CH:17][N:16]=[N:15]5)[O:10][C:9]4=[O:19])=[N:6][CH:7]=3)=[CH:23][CH:24]=2)[CH2:31]1, predict the reactants needed to synthesize it. The reactants are: Br[C:2]1[CH:3]=[CH:4][C:5]([N:8]2[CH2:12][C@H:11]([CH2:13][N:14]3[CH:18]=[CH:17][N:16]=[N:15]3)[O:10][C:9]2=[O:19])=[N:6][CH:7]=1.C[Sn](C)(C)[C:22]1[S:26][C:25]([C:27]2[CH2:31][CH:30]([CH2:32][OH:33])[O:29][N:28]=2)=[CH:24][CH:23]=1.O1C=CC=C1P(C1OC=CC=1)C1OC=CC=1. (6) The reactants are: CS(O[CH2:6][C:7]1[C:12]([C:13]([F:16])([F:15])[F:14])=[CH:11][C:10]([C:17](=[O:32])[NH:18][CH2:19][C:20]2[CH:25]=[C:24]([Cl:26])[CH:23]=[CH:22][C:21]=2[S:27]([CH2:30][CH3:31])(=[O:29])=[O:28])=[CH:9][C:8]=1[Cl:33])(=O)=O.[NH:34]1[CH2:39][CH2:38][CH2:37][C@H:36]([O:40][CH2:41][CH2:42][NH:43][C:44](=[O:53])[O:45][CH2:46][C:47]2[CH:52]=[CH:51][CH:50]=[CH:49][CH:48]=2)[CH2:35]1. Given the product [Cl:33][C:8]1[CH:9]=[C:10]([C:17](=[O:32])[NH:18][CH2:19][C:20]2[CH:25]=[C:24]([Cl:26])[CH:23]=[CH:22][C:21]=2[S:27]([CH2:30][CH3:31])(=[O:29])=[O:28])[CH:11]=[C:12]([C:13]([F:15])([F:16])[F:14])[C:7]=1[CH2:6][N:34]1[CH2:39][CH2:38][CH2:37][C@H:36]([O:40][CH2:41][CH2:42][NH:43][C:44](=[O:53])[O:45][CH2:46][C:47]2[CH:52]=[CH:51][CH:50]=[CH:49][CH:48]=2)[CH2:35]1, predict the reactants needed to synthesize it.